Dataset: Peptide-MHC class I binding affinity with 185,985 pairs from IEDB/IMGT. Task: Regression. Given a peptide amino acid sequence and an MHC pseudo amino acid sequence, predict their binding affinity value. This is MHC class I binding data. (1) The peptide sequence is MGNGCFKIYH. The MHC is HLA-A03:01 with pseudo-sequence HLA-A03:01. The binding affinity (normalized) is 0.290. (2) The peptide sequence is YTVKDPNL. The MHC is H-2-Db with pseudo-sequence H-2-Db. The binding affinity (normalized) is 0. (3) The peptide sequence is YAAQGYKVL. The MHC is HLA-B35:01 with pseudo-sequence HLA-B35:01. The binding affinity (normalized) is 0. (4) The peptide sequence is YIFFASFYY. The MHC is HLA-B08:01 with pseudo-sequence HLA-B08:01. The binding affinity (normalized) is 0.0847. (5) The peptide sequence is FMMVLPGAA. The MHC is HLA-A02:01 with pseudo-sequence HLA-A02:01. The binding affinity (normalized) is 0.824. (6) The peptide sequence is ELTYLLGMI. The MHC is HLA-A02:01 with pseudo-sequence HLA-A02:01. The binding affinity (normalized) is 0.182. (7) The binding affinity (normalized) is 0.0847. The peptide sequence is FYPINDDFY. The MHC is HLA-B15:09 with pseudo-sequence HLA-B15:09. (8) The peptide sequence is YFLESNFFI. The MHC is HLA-A02:12 with pseudo-sequence HLA-A02:12. The binding affinity (normalized) is 1.00. (9) The peptide sequence is IILKALYML. The MHC is HLA-B27:03 with pseudo-sequence HLA-B27:03. The binding affinity (normalized) is 0.0847.